This data is from Catalyst prediction with 721,799 reactions and 888 catalyst types from USPTO. The task is: Predict which catalyst facilitates the given reaction. (1) Product: [S:1]1[C:5]2[CH:6]=[CH:7][CH:8]=[CH:9][C:4]=2[N:3]=[C:2]1[C:10]1[CH:15]=[C:14]([C:16]2[CH:21]=[CH:20][C:19]([Si:35]([C:36]3[CH:37]=[CH:38][CH:39]=[CH:40][CH:41]=3)([C:42]3[CH:47]=[CH:46][CH:45]=[CH:44][CH:43]=3)[C:29]3[CH:30]=[CH:31][CH:32]=[CH:33][CH:34]=3)=[CH:18][CH:17]=2)[CH:13]=[CH:12][C:11]=1[OH:23]. Reactant: [S:1]1[C:5]2[CH:6]=[CH:7][CH:8]=[CH:9][C:4]=2[N:3]=[C:2]1[C:10]1[CH:15]=[C:14]([C:16]2[CH:21]=[CH:20][C:19](Br)=[CH:18][CH:17]=2)[CH:13]=[CH:12][C:11]=1[OH:23].[Li]CCCC.[C:29]1([Si:35](Cl)([C:42]2[CH:47]=[CH:46][CH:45]=[CH:44][CH:43]=2)[C:36]2[CH:41]=[CH:40][CH:39]=[CH:38][CH:37]=2)[CH:34]=[CH:33][CH:32]=[CH:31][CH:30]=1. The catalyst class is: 1. (2) Reactant: [CH2:1]([N:5]1[C:9]([CH3:10])=[CH:8][C:7]([C:11]([O:13]CC)=O)=[N:6]1)[CH2:2][CH2:3][CH3:4].[OH-].[NH4+:17]. Product: [CH2:1]([N:5]1[C:9]([CH3:10])=[CH:8][C:7]([C:11]([NH2:17])=[O:13])=[N:6]1)[CH2:2][CH2:3][CH3:4]. The catalyst class is: 5. (3) Reactant: [C:1]([NH:9][C:10]1[S:11][CH2:12][C@@H:13]2[CH2:18][N:17](C(OC(C)(C)C)=O)[CH2:16][C@:14]2([C:26]2[S:30][N:29]=[CH:28][CH:27]=2)[N:15]=1)(=[O:8])[C:2]1[CH:7]=[CH:6][CH:5]=[CH:4][CH:3]=1.C(N1C[C@@H]2[C@@](C3SC=C(Br)C=3)(N=C(NC(=O)C3C=CC=CC=3)SC2)C1)C=C.FC(F)(F)C(O)=O. Product: [S:30]1[C:26]([C@:14]23[CH2:16][NH:17][CH2:18][C@H:13]2[CH2:12][S:11][C:10]([NH:9][C:1](=[O:8])[C:2]2[CH:7]=[CH:6][CH:5]=[CH:4][CH:3]=2)=[N:15]3)=[CH:27][CH:28]=[N:29]1. The catalyst class is: 4. (4) Reactant: [Cl:1][C:2]1[CH:3]=[CH:4][C:5]([O:29][CH:30]([F:32])[F:31])=[C:6]([C:8]2[C:12]([NH:13][C:14]([C:16]3[CH:17]=[N:18][N:19]4[CH:24]=[CH:23][CH:22]=[N:21][C:20]=34)=[O:15])=[CH:11][N:10]([CH2:25][C:26](O)=[O:27])[N:9]=2)[CH:7]=1.CN(C(ON1N=NC2C=CC=NC1=2)=[N+](C)C)C.F[P-](F)(F)(F)(F)F.CCN(C(C)C)C(C)C.Cl.[CH3:67][N:68]([CH:76]1[CH2:81][CH2:80][NH:79][CH2:78][CH2:77]1)[CH2:69][CH2:70][C:71]([O:73][CH2:74][CH3:75])=[O:72]. Product: [Cl:1][C:2]1[CH:3]=[CH:4][C:5]([O:29][CH:30]([F:31])[F:32])=[C:6]([C:8]2[C:12]([NH:13][C:14]([C:16]3[CH:17]=[N:18][N:19]4[CH:24]=[CH:23][CH:22]=[N:21][C:20]=34)=[O:15])=[CH:11][N:10]([CH2:25][C:26]([N:79]3[CH2:78][CH2:77][CH:76]([N:68]([CH3:67])[CH2:69][CH2:70][C:71]([O:73][CH2:74][CH3:75])=[O:72])[CH2:81][CH2:80]3)=[O:27])[N:9]=2)[CH:7]=1. The catalyst class is: 18.